From a dataset of Full USPTO retrosynthesis dataset with 1.9M reactions from patents (1976-2016). Predict the reactants needed to synthesize the given product. Given the product [NH2:18][CH2:17][CH2:16][CH2:15][CH2:14][CH:11]1[CH2:12][CH2:13][N:9]([C:1]([C:2]2[CH:3]=[CH:4][CH:5]=[CH:6][CH:7]=2)=[O:8])[CH2:10]1, predict the reactants needed to synthesize it. The reactants are: [C:1]([N:9]1[CH2:13][CH2:12][CH:11]([CH2:14][CH2:15][CH2:16][CH2:17][NH:18]C(=O)OC(C)(C)C)[CH2:10]1)(=[O:8])[C:2]1[CH:7]=[CH:6][CH:5]=[CH:4][CH:3]=1.C(O)(C(F)(F)F)=O.